Dataset: Catalyst prediction with 721,799 reactions and 888 catalyst types from USPTO. Task: Predict which catalyst facilitates the given reaction. (1) Reactant: CN(C(ON1N=NC2C=CC=NC1=2)=[N+](C)C)C.F[P-](F)(F)(F)(F)F.[NH2:25][C:26]1[C:27]([C:36]([OH:38])=O)=[CH:28][C:29]2[C:34]([CH:35]=1)=[CH:33][CH:32]=[CH:31][CH:30]=2.[CH3:39][CH:40]([O:42][CH2:43][C@@H:44]([C:46]([O:48][CH3:49])=[O:47])[NH2:45])[CH3:41].C(N(C(C)C)CC)(C)C. Product: [NH2:25][C:26]1[C:27]([C:36]([NH:45][C@H:44]([C:46]([O:48][CH3:49])=[O:47])[CH2:43][O:42][CH:40]([CH3:41])[CH3:39])=[O:38])=[CH:28][C:29]2[C:34]([CH:35]=1)=[CH:33][CH:32]=[CH:31][CH:30]=2. The catalyst class is: 3. (2) Reactant: OC(C(F)(F)F)=O.[CH:8]12[CH2:14][CH:13]1[NH:12][CH2:11][CH2:10][N:9]2[CH2:15][C@@H:16]([C:18]1[CH:27]=[CH:26][C:21]2[C:22](=[O:25])[O:23][CH2:24][C:20]=2[C:19]=1[CH3:28])[OH:17].CCN(C(C)C)C(C)C.[N:38]1([C:43]2[N:48]=[CH:47][C:46]([CH2:49][C:50](O)=[O:51])=[CH:45][CH:44]=2)[CH:42]=[N:41][N:40]=[N:39]1.CN(C(ON1N=NC2C=CC=NC1=2)=[N+](C)C)C.F[P-](F)(F)(F)(F)F. Product: [OH:17][C@H:16]([C:18]1[CH:27]=[CH:26][C:21]2[C:22](=[O:25])[O:23][CH2:24][C:20]=2[C:19]=1[CH3:28])[CH2:15][N:9]1[CH2:10][CH2:11][N:12]([C:50](=[O:51])[CH2:49][C:46]2[CH:47]=[N:48][C:43]([N:38]3[CH:42]=[N:41][N:40]=[N:39]3)=[CH:44][CH:45]=2)[CH:13]2[CH:8]1[CH2:14]2. The catalyst class is: 18. (3) Reactant: Cl.[NH2:2][C:3]([C:7]1[CH:12]=[CH:11][CH:10]=[CH:9][CH:8]=1)([CH3:6])[CH2:4][OH:5].[CH2:13]([O:20][C:21](ON1C(=O)CCC1=O)=[O:22])[C:14]1[CH:19]=[CH:18][CH:17]=[CH:16][CH:15]=1.C(N(CC)CC)C. Product: [OH:5][CH2:4][C:3]([NH:2][C:21](=[O:22])[O:20][CH2:13][C:14]1[CH:19]=[CH:18][CH:17]=[CH:16][CH:15]=1)([C:7]1[CH:12]=[CH:11][CH:10]=[CH:9][CH:8]=1)[CH3:6]. The catalyst class is: 1. (4) Reactant: [C:1]([C:3]1[CH:8]=[CH:7][C:6]([C:9]2[CH:10]=[CH:11][C:12](=[O:15])[NH:13][N:14]=2)=[CH:5][CH:4]=1)#[N:2].[CH2:16]([O:18][C:19](=[O:29])[NH:20][C:21]1[CH:26]=[CH:25][CH:24]=[C:23]([CH2:27]O)[CH:22]=1)[CH3:17].C1(P(C2C=CC=CC=2)C2C=CC=CC=2)C=CC=CC=1.N(C(OCC)=O)=NC(OCC)=O. Product: [CH2:16]([O:18][C:19](=[O:29])[NH:20][C:21]1[CH:26]=[CH:25][CH:24]=[C:23]([CH2:27][N:13]2[C:12](=[O:15])[CH:11]=[CH:10][C:9]([C:6]3[CH:7]=[CH:8][C:3]([C:1]#[N:2])=[CH:4][CH:5]=3)=[N:14]2)[CH:22]=1)[CH3:17]. The catalyst class is: 1. (5) Reactant: C1[CH:5]2[C@@H:6]3[CH:10]=[CH:9][C@H:8]([CH:4]2C=C1)[CH2:7]3.C=C[C:13]1[CH:18]=[CH:17][CH:16]=[CH:15][CH:14]=1. The catalyst class is: 11. Product: [C:13]1([C:6]23[CH2:7][CH:8]([CH2:4][CH2:5]2)[CH:9]=[CH:10]3)[CH:18]=[CH:17][CH:16]=[CH:15][CH:14]=1. (6) Reactant: [Cl:1][C:2]1[CH:3]=[C:4]([C:9]2[S:10][CH:11]=[C:12]([C:15]([CH3:17])=O)[C:13]=2[OH:14])[CH:5]=[CH:6][C:7]=1[Cl:8].[CH:18]([N:21]1[CH2:26][CH2:25][N:24]([C:27]([C:29]2[S:33][C:32]([C:34]([NH:36][NH2:37])=[O:35])=[CH:31][CH:30]=2)=[O:28])[CH2:23][CH2:22]1)([CH3:20])[CH3:19].Cl.O1CCOCC1.CN(C)C=O. Product: [ClH:1].[Cl:1][C:2]1[CH:3]=[C:4]([C:9]2[S:10][CH:11]=[C:12]([C:15](=[N:37][NH:36][C:34]([C:32]3[S:33][C:29]([C:27]([N:24]4[CH2:23][CH2:22][N:21]([CH:18]([CH3:20])[CH3:19])[CH2:26][CH2:25]4)=[O:28])=[CH:30][CH:31]=3)=[O:35])[CH3:17])[C:13]=2[OH:14])[CH:5]=[CH:6][C:7]=1[Cl:8]. The catalyst class is: 32. (7) Reactant: CS(C)=O.C(Cl)(=O)C(Cl)=O.[F:11][C:12]([F:38])([F:37])/[CH:13]=[CH:14]/[C:15]1[CH:35]=[CH:34][C:18]([C:19]([NH:21][C:22]2[CH:23]=[CH:24][C:25]3[S:29][C:28]([CH:30]([OH:32])[CH3:31])=[N:27][C:26]=3[CH:33]=2)=[O:20])=[C:17]([CH3:36])[CH:16]=1.CCN(CC)CC. Product: [C:30]([C:28]1[S:29][C:25]2[CH:24]=[CH:23][C:22]([NH:21][C:19](=[O:20])[C:18]3[CH:34]=[CH:35][C:15](/[CH:14]=[CH:13]/[C:12]([F:38])([F:11])[F:37])=[CH:16][C:17]=3[CH3:36])=[CH:33][C:26]=2[N:27]=1)(=[O:32])[CH3:31]. The catalyst class is: 2. (8) Reactant: [C:1]([C:3]1[CH:50]=[CH:49][C:6]2[N:7](COCC[Si](C)(C)C)[C:8]([C:10]([C:22]3[C:30]([O:31][CH3:32])=[CH:29][C:28]([CH3:33])=[C:27]4[C:23]=3[CH:24]=[CH:25][N:26]4[C:34]([O:36][C:37]([CH3:40])([CH3:39])[CH3:38])=[O:35])([NH:15]S(C(C)(C)C)=O)[C:11]([F:14])([F:13])[F:12])=[N:9][C:5]=2[CH:4]=1)#[N:2].C(C1C=CC2N=C(C(C3C(OC)=CC(C)=C4C=3C=CN4C(OC(C)(C)C)=O)(NS(C(C)(C)C)=O)C(F)(F)F)N(COCC[Si](C)(C)C)C=2C=1)#N.Cl.[NH4+].[OH-]. Product: [NH2:15][C:10]([C:22]1[C:30]([O:31][CH3:32])=[CH:29][C:28]([CH3:33])=[C:27]2[C:23]=1[CH:24]=[CH:25][N:26]2[C:34]([O:36][C:37]([CH3:40])([CH3:39])[CH3:38])=[O:35])([C:8]1[NH:7][C:6]2[CH:49]=[CH:50][C:3]([C:1]#[N:2])=[CH:4][C:5]=2[N:9]=1)[C:11]([F:14])([F:13])[F:12]. The catalyst class is: 38. (9) Reactant: [Li]N([Si](C)(C)C)[Si](C)(C)C.C1COCC1.[NH:16]1[CH:20]=[CH:19][N:18]=[C:17]1[C:21]([O:23][CH2:24][CH3:25])=[O:22].[NH2:26]OP(=O)(C1C=CC=CC=1)C1C=CC=CC=1. Product: [NH2:26][N:16]1[CH:20]=[CH:19][N:18]=[C:17]1[C:21]([O:23][CH2:24][CH3:25])=[O:22]. The catalyst class is: 3. (10) Reactant: [C:1]([C:4]1[C:12]2[C:7](=[CH:8][CH:9]=[C:10]([C:13]3[CH:18]=[CH:17][N:16]=[N:15][CH:14]=3)[CH:11]=2)[N:6]([CH2:19][C:20]([O:22]C(C)(C)C)=[O:21])[CH:5]=1)(=[O:3])[CH3:2]. Product: [C:1]([C:4]1[C:12]2[C:7](=[CH:8][CH:9]=[C:10]([C:13]3[CH:18]=[CH:17][N:16]=[N:15][CH:14]=3)[CH:11]=2)[N:6]([CH2:19][C:20]([OH:22])=[O:21])[CH:5]=1)(=[O:3])[CH3:2]. The catalyst class is: 89.